This data is from Retrosynthesis with 50K atom-mapped reactions and 10 reaction types from USPTO. The task is: Predict the reactants needed to synthesize the given product. (1) Given the product O=C(O)CONC(=O)NCc1ccncc1, predict the reactants needed to synthesize it. The reactants are: CC(C)(C)OC(=O)CONC(=O)NCc1ccncc1. (2) The reactants are: CCOC(=O)CSCC1(c2ccc(C)cc2)OCC(C)(C)CO1. Given the product Cc1ccc(C2(CSCC(=O)O)OCC(C)(C)CO2)cc1, predict the reactants needed to synthesize it. (3) Given the product CC(=O)c1sc(-c2ccnc(Nc3ccc(Cl)cc3)n2)nc1C, predict the reactants needed to synthesize it. The reactants are: CC(=O)C(Cl)C(C)=O.NC(=S)c1ccnc(Nc2ccc(Cl)cc2)n1. (4) Given the product COc1cc(CO)cc(Cl)c1I, predict the reactants needed to synthesize it. The reactants are: CCOC(=O)c1cc(Cl)c(I)c(OC)c1. (5) Given the product CCCc1nc(CC)n(-c2ccc3c(c2)CC(C)(C)O3)c(=O)c1Cc1ccc(-c2ccccc2C#N)cc1, predict the reactants needed to synthesize it. The reactants are: CC1(C)Cc2cc(B(O)O)ccc2O1.CCCc1nc(CC)[nH]c(=O)c1Cc1ccc(-c2ccccc2C#N)cc1. (6) Given the product NCCN(CCCc1c[nH]c2ccc(-n3cnnc3)cc12)Cc1ccccc1, predict the reactants needed to synthesize it. The reactants are: CC(C)(C)OC(=O)NCCN(CCCc1c[nH]c2ccc(-n3cnnc3)cc12)Cc1ccccc1. (7) Given the product O=C(O)CN1C(=O)CS(=O)C[C@H]1c1cc(F)cc(F)c1, predict the reactants needed to synthesize it. The reactants are: O=C(CN1C(=O)CS(=O)C[C@H]1c1cc(F)cc(F)c1)OCc1ccccc1.